Dataset: Catalyst prediction with 721,799 reactions and 888 catalyst types from USPTO. Task: Predict which catalyst facilitates the given reaction. Reactant: [OH:1][CH2:2][C:3]#[C:4][C:5]1[CH:6]=[C:7]2[C:11](=[CH:12][CH:13]=1)[C:10](=[O:14])[CH2:9][CH2:8]2. Product: [OH:1][CH2:2][CH2:3][CH2:4][C:5]1[CH:6]=[C:7]2[C:11](=[CH:12][CH:13]=1)[C:10](=[O:14])[CH2:9][CH2:8]2. The catalyst class is: 19.